This data is from Full USPTO retrosynthesis dataset with 1.9M reactions from patents (1976-2016). The task is: Predict the reactants needed to synthesize the given product. (1) Given the product [C:3]([SiH2:7][O:8][C:9]([CH3:20])([CH3:19])[C:10]1[CH:15]=[CH:14][N:13]=[C:12]([C:16]2([CH3:17])[O:23][CH2:22][CH2:21][O:18]2)[CH:11]=1)([CH3:6])([CH3:4])[CH3:5], predict the reactants needed to synthesize it. The reactants are: N#N.[C:3]([SiH2:7][O:8][C:9]([CH3:20])([CH3:19])[C:10]1[CH:15]=[CH:14][N:13]=[C:12]([C:16](=[O:18])[CH3:17])[CH:11]=1)([CH3:6])([CH3:5])[CH3:4].[CH2:21](O)[CH2:22][OH:23].COC(OC)OC. (2) Given the product [NH2:1][C:2]1[C:3]([C:9]([O:11][CH3:12])=[O:10])=[N:4][C:5]([C:20]2[CH:21]=[CH:22][C:17]([S:14]([CH3:13])(=[O:16])=[O:15])=[CH:18][CH:19]=2)=[CH:6][N:7]=1, predict the reactants needed to synthesize it. The reactants are: [NH2:1][C:2]1[C:3]([C:9]([O:11][CH3:12])=[O:10])=[N:4][C:5](Br)=[CH:6][N:7]=1.[CH3:13][S:14]([C:17]1[CH:22]=[CH:21][C:20](B(O)O)=[CH:19][CH:18]=1)(=[O:16])=[O:15].C([O-])([O-])=O.[Na+].[Na+]. (3) Given the product [CH2:1]([O:8][C:9]([N:11]1[CH2:20][CH2:19][C:18]2[C:17]([NH:21][C:22]3[CH:26]=[C:25]([CH:27]4[CH2:29][CH2:28]4)[NH:24][N:23]=3)=[N:16][C:15]([NH:43][C@H:41]([C:38]3[CH:39]=[CH:40][C:35]([F:34])=[CH:36][CH:37]=3)[CH3:42])=[N:14][C:13]=2[CH2:12]1)=[O:10])[C:2]1[CH:7]=[CH:6][CH:5]=[CH:4][CH:3]=1, predict the reactants needed to synthesize it. The reactants are: [CH2:1]([O:8][C:9]([N:11]1[CH2:20][CH2:19][C:18]2[C:17]([NH:21][C:22]3[CH:26]=[C:25]([CH:27]4[CH2:29][CH2:28]4)[NH:24][N:23]=3)=[N:16][C:15](S(C)(=O)=O)=[N:14][C:13]=2[CH2:12]1)=[O:10])[C:2]1[CH:7]=[CH:6][CH:5]=[CH:4][CH:3]=1.[F:34][C:35]1[CH:40]=[CH:39][C:38]([C@@H:41]([NH2:43])[CH3:42])=[CH:37][CH:36]=1.CCN(C(C)C)C(C)C.